This data is from Reaction yield outcomes from USPTO patents with 853,638 reactions. The task is: Predict the reaction yield, written as a fraction of the theoretical maximum amount of product (1.0 means a 100% yield; for example, 0.34 means a 34% yield). No catalyst specified. The yield is 0.850. The reactants are [CH2:1]([O:3][C:4](=[O:22])[CH2:5][C@H:6]([C:15]1[CH:20]=[CH:19][CH:18]=[C:17]([NH2:21])[CH:16]=1)[NH:7][C:8]([O:10][C:11]([CH3:14])([CH3:13])[CH3:12])=[O:9])[CH3:2].[C:23](OC(=O)C)(=[O:25])[CH3:24]. The product is [CH2:1]([O:3][C:4](=[O:22])[CH2:5][C@H:6]([C:15]1[CH:20]=[CH:19][CH:18]=[C:17]([NH:21][C:23](=[O:25])[CH3:24])[CH:16]=1)[NH:7][C:8]([O:10][C:11]([CH3:14])([CH3:13])[CH3:12])=[O:9])[CH3:2].